The task is: Predict the reactants needed to synthesize the given product.. This data is from Full USPTO retrosynthesis dataset with 1.9M reactions from patents (1976-2016). (1) Given the product [CH3:1][C:2]1[C:7]([O:8][CH2:9][CH2:10][C@@H:11]2[CH2:13][C@@H:12]2[CH:14]2[CH2:19][CH2:18][N:17]([C:33]#[N:32])[CH2:16][CH2:15]2)=[N:6][CH:5]=[C:4]([N:20]2[CH2:24][CH2:23][NH:22][C:21]2=[O:25])[CH:3]=1, predict the reactants needed to synthesize it. The reactants are: [CH3:1][C:2]1[CH:3]=[C:4]([N:20]2[CH2:24][CH2:23][NH:22][C:21]2=[O:25])[CH:5]=[N:6][C:7]=1[O:8][CH2:9][CH2:10][C@@H:11]1[CH2:13][C@@H:12]1[CH:14]1[CH2:19][CH2:18][NH:17][CH2:16][CH2:15]1.C([O-])([O-])=O.[K+].[K+].[N:32]#[C:33]Br. (2) Given the product [CH3:69][O:70][C:71]1[CH:72]=[C:73]([NH:74][C:2]2[CH:3]=[CH:4][C:5]3[N:6]([C:8]([C:11]4[S:19][C:18]5[C:17]([CH3:20])=[CH:16][N:15]=[CH:14][C:13]=5[CH:12]=4)=[CH:9][N:10]=3)[N:7]=2)[CH:75]=[CH:76][C:77]=1[O:78][CH3:79], predict the reactants needed to synthesize it. The reactants are: Cl[C:2]1[CH:3]=[CH:4][C:5]2[N:6]([C:8]([C:11]3[S:19][C:18]4[C:17]([CH3:20])=[CH:16][N:15]=[CH:14][C:13]=4[CH:12]=3)=[CH:9][N:10]=2)[N:7]=1.CC1(C)C2C(=C(P(C3C=CC=CC=3)C3C=CC=CC=3)C=CC=2)OC2C(P(C3C=CC=CC=3)C3C=CC=CC=3)=CC=CC1=2.C(=O)([O-])[O-].[K+].[K+].[CH3:69][O:70][C:71]1[CH:72]=[C:73]([CH:75]=[CH:76][C:77]=1[O:78][CH3:79])[NH2:74]. (3) Given the product [Cl:1][C:2]1[C:3]([CH2:9][O:10][C:16]2[CH:15]=[CH:14][N:13]=[C:12]([Cl:11])[CH:17]=2)=[N:4][CH:5]=[C:6]([Cl:8])[CH:7]=1, predict the reactants needed to synthesize it. The reactants are: [Cl:1][C:2]1[C:3]([CH2:9][OH:10])=[N:4][CH:5]=[C:6]([Cl:8])[CH:7]=1.[Cl:11][C:12]1[CH:17]=[C:16](I)[CH:15]=[CH:14][N:13]=1.C(=O)([O-])[O-].[Cs+].[Cs+].N1C2C(=CC=C3C=2N=CC=C3)C=CC=1. (4) Given the product [CH3:22][C:17]1([CH3:23])[N:14]2[C:15]3[CH:16]=[C:8]([C:6]([OH:7])=[O:5])[CH:9]=[CH:10][C:11]=3[CH:12]=[C:13]2[C:20](=[O:21])[NH:19][CH2:18]1, predict the reactants needed to synthesize it. The reactants are: [OH-].[Na+].C([O:5][C:6]([C:8]1[CH:9]=[CH:10][C:11]2[CH:12]=[C:13]3[C:20](=[O:21])[NH:19][CH2:18][C:17]([CH3:23])([CH3:22])[N:14]3[C:15]=2[CH:16]=1)=[O:7])C.Cl. (5) The reactants are: [H-].[Na+].[F:3][C:4]1[CH:9]=[CH:8][C:7]([C:10]2([C:14]3[C:23]4[C:18](=[CH:19][CH:20]=[C:21]([OH:24])[CH:22]=4)[CH2:17][CH2:16][N:15]=3)[CH2:13][CH2:12][CH2:11]2)=[CH:6][CH:5]=1.Br[CH2:26][CH2:27][NH:28][C:29](=[O:35])[O:30][C:31]([CH3:34])([CH3:33])[CH3:32]. Given the product [F:3][C:4]1[CH:5]=[CH:6][C:7]([C:10]2([C:14]3[C:23]4[C:18](=[CH:19][CH:20]=[C:21]([O:24][CH2:26][CH2:27][NH:28][C:29](=[O:35])[O:30][C:31]([CH3:34])([CH3:33])[CH3:32])[CH:22]=4)[CH2:17][CH2:16][N:15]=3)[CH2:13][CH2:12][CH2:11]2)=[CH:8][CH:9]=1, predict the reactants needed to synthesize it. (6) Given the product [CH:18]12[CH2:20][CH:10]([CH2:9][N:8]([C:33]([O:35][C:36]([CH3:37])([CH3:38])[CH3:39])=[O:34])[CH2:19]1)[CH2:11][C:12]1[C:17]2=[N:16][CH:15]=[CH:14][CH:13]=1.[CH:18]12[CH2:20][CH:10]([CH2:9][N:8]([CH:7]=[O:22])[CH2:19]1)[CH2:11][C:12]1[C:17]2=[N:16][CH:15]=[CH:14][CH:13]=1, predict the reactants needed to synthesize it. The reactants are: C1([CH2:7][N:8]2[CH2:19][CH:18]3[CH2:20][CH:10]([CH2:11][C:12]4[C:17]3=[N:16][CH:15]=[CH:14][CH:13]=4)[CH2:9]2)C=CC=CC=1.C([O-])=[O:22].[NH4+].[C:33](O[C:33]([O:35][C:36]([CH3:39])([CH3:38])[CH3:37])=[O:34])([O:35][C:36]([CH3:39])([CH3:38])[CH3:37])=[O:34]. (7) Given the product [O:1]1[CH2:6][CH2:5][CH2:4][CH2:3][CH:2]1[N:7]1[C:11]([C:12]2[S:13][CH:14]=[C:15]([C:17]([NH:24][C:25]3[CH:33]=[C:32]4[C:28]([CH:29]=[N:30][N:31]4[CH2:34][O:35][CH2:36][CH2:37][Si:38]([CH3:41])([CH3:39])[CH3:40])=[CH:27][C:26]=3[C:42]3[CH:43]=[C:44]4[C:48](=[CH:49][CH:50]=3)[CH2:47][N:46]([C:51]([O:53][C:54]([CH3:57])([CH3:56])[CH3:55])=[O:52])[CH2:45]4)=[O:18])[N:16]=2)=[CH:10][C:9]([C:20]([F:22])([F:21])[F:23])=[N:8]1, predict the reactants needed to synthesize it. The reactants are: [O:1]1[CH2:6][CH2:5][CH2:4][CH2:3][CH:2]1[N:7]1[C:11]([C:12]2[S:13][CH:14]=[C:15]([C:17](O)=[O:18])[N:16]=2)=[CH:10][C:9]([C:20]([F:23])([F:22])[F:21])=[N:8]1.[NH2:24][C:25]1[CH:33]=[C:32]2[C:28]([CH:29]=[N:30][N:31]2[CH2:34][O:35][CH2:36][CH2:37][Si:38]([CH3:41])([CH3:40])[CH3:39])=[CH:27][C:26]=1[C:42]1[CH:43]=[C:44]2[C:48](=[CH:49][CH:50]=1)[CH2:47][N:46]([C:51]([O:53][C:54]([CH3:57])([CH3:56])[CH3:55])=[O:52])[CH2:45]2.CN(C(ON1N=NC2C=CC=NC1=2)=[N+](C)C)C.F[P-](F)(F)(F)(F)F.CCN(C(C)C)C(C)C.